This data is from Full USPTO retrosynthesis dataset with 1.9M reactions from patents (1976-2016). The task is: Predict the reactants needed to synthesize the given product. (1) Given the product [O:31]1[C:40]2[CH:39]=[CH:38][CH:37]=[CH:36][C:35]=2[CH:34]([O:41][C:2]2[N:3]=[C:4]([OH:12])[C:5]3[CH:11]=[CH:10][N:9]=[CH:8][C:6]=3[N:7]=2)[CH2:33][CH2:32]1, predict the reactants needed to synthesize it. The reactants are: Cl[C:2]1[N:3]=[C:4]([OH:12])[C:5]2[CH:11]=[CH:10][N:9]=[CH:8][C:6]=2[N:7]=1.C1OCCOCCOCCOCCOCCOC1.[O:31]1[C:40]2[C:35](=[CH:36][CH:37]=[CH:38][CH:39]=2)[CH:34]([OH:41])[CH2:33][CH2:32]1.CC([O-])(C)C.[K+]. (2) Given the product [OH:7][C:6]1[C:8]([O:12][CH:13]([CH3:15])[CH3:14])=[CH:9][CH:10]=[CH:11][C:5]=1[C:4]([O:3][CH3:2])=[O:16], predict the reactants needed to synthesize it. The reactants are: C[C:2]1(C)[O:7][C:6]2[C:8]([O:12][CH:13]([CH3:15])[CH3:14])=[CH:9][CH:10]=[CH:11][C:5]=2[C:4](=[O:16])[O:3]1.C[O-].[Na+]. (3) Given the product [N:18]1[CH:19]=[CH:20][C:15]([C:13]2[N:14]=[C:10]([C:7]3[CH:8]=[CH:9][C:4]([NH2:1])=[CH:5][CH:6]=3)[O:11][C:12]=2[C:21]([F:24])([F:22])[F:23])=[CH:16][CH:17]=1, predict the reactants needed to synthesize it. The reactants are: [N+:1]([C:4]1[CH:9]=[CH:8][C:7]([C:10]2[O:11][C:12]([C:21]([F:24])([F:23])[F:22])=[C:13]([C:15]3[CH:20]=[CH:19][N:18]=[CH:17][CH:16]=3)[N:14]=2)=[CH:6][CH:5]=1)([O-])=O.[H][H]. (4) Given the product [NH2:1][C:2]1[CH:3]=[C:4]([S:11]([CH2:14][C:15]([O:17][CH3:18])=[O:16])(=[O:13])=[O:12])[CH:5]=[CH:6][C:7]=1[NH2:8], predict the reactants needed to synthesize it. The reactants are: [NH2:1][C:2]1[CH:3]=[C:4]([S:11]([CH2:14][C:15]([O:17][CH3:18])=[O:16])(=[O:13])=[O:12])[CH:5]=[CH:6][C:7]=1[N+:8]([O-])=O. (5) Given the product [F:1][C:2]1[CH:7]=[CH:6][CH:5]=[CH:4][C:3]=1[C:8](=[N:17][S@@:15]([C:12]([CH3:14])([CH3:13])[CH3:11])=[O:16])[CH3:9], predict the reactants needed to synthesize it. The reactants are: [F:1][C:2]1[CH:7]=[CH:6][CH:5]=[CH:4][C:3]=1[C:8](=O)[CH3:9].[CH3:11][C:12]([S@:15]([NH2:17])=[O:16])([CH3:14])[CH3:13]. (6) Given the product [C:20]([NH:19][C:17]1[CH:18]=[C:12]([NH:11][C:9](=[O:10])[C:8]2[CH:23]=[CH:24][C:5]([C:1]([CH3:4])([CH3:2])[CH3:3])=[CH:6][CH:7]=2)[C:13]([NH:14][C:34]([C:31]2[CH:32]=[C:33]3[C:28]([CH:27]=[CH:26][NH:25]3)=[CH:29][CH:30]=2)=[O:35])=[CH:15][CH:16]=1)(=[O:22])[CH3:21], predict the reactants needed to synthesize it. The reactants are: [C:1]([C:5]1[CH:24]=[CH:23][C:8]([C:9]([NH:11][C:12]2[CH:18]=[C:17]([NH:19][C:20](=[O:22])[CH3:21])[CH:16]=[CH:15][C:13]=2[NH2:14])=[O:10])=[CH:7][CH:6]=1)([CH3:4])([CH3:3])[CH3:2].[NH:25]1[C:33]2[C:28](=[CH:29][CH:30]=[C:31]([C:34](O)=[O:35])[CH:32]=2)[CH:27]=[CH:26]1.F[P-](F)(F)(F)(F)F.Br[P+](N1CCCC1)(N1CCCC1)N1CCCC1.C(N(CC)C(C)C)(C)C. (7) Given the product [O:24]=[C:23]1[N:14]([CH2:13][C:7]2[CH:8]=[CH:9][CH:10]=[CH:11][CH:12]=2)[CH:15]([C:18]([OH:20])=[O:19])[CH2:16][O:17][CH2:22]1, predict the reactants needed to synthesize it. The reactants are: C(=O)([O-])[O-].[K+].[K+].[C:7]1([CH2:13][NH:14][C@H:15]([C:18]([OH:20])=[O:19])[CH2:16][OH:17])[CH:12]=[CH:11][CH:10]=[CH:9][CH:8]=1.Cl[CH2:22][C:23](Cl)=[O:24].[OH-].[Na+].